Dataset: Catalyst prediction with 721,799 reactions and 888 catalyst types from USPTO. Task: Predict which catalyst facilitates the given reaction. (1) Reactant: [C:1]1([C:7]2([C:26]3[CH:31]=[CH:30][C:29](Br)=[CH:28][CH:27]=3)[C:19]3[C:18](C4C=CC=CC=4)=[CH:17][CH:16]=[CH:15][C:14]=3[C:13]3[C:8]2=[CH:9][CH:10]=[CH:11][CH:12]=3)[CH:6]=[CH:5][CH:4]=[CH:3][CH:2]=1.CCCCCC.C([Li])CCC.[B:44](OC)([O:47]C)[O:45]C.Cl. Product: [C:1]1([C:7]2([C:26]3[CH:31]=[CH:30][C:29]([B:44]([OH:47])[OH:45])=[CH:28][CH:27]=3)[C:19]3[CH:18]=[CH:17][CH:16]=[CH:15][C:14]=3[C:13]3[C:8]2=[CH:9][CH:10]=[CH:11][CH:12]=3)[CH:6]=[CH:5][CH:4]=[CH:3][CH:2]=1. The catalyst class is: 7. (2) Reactant: [NH2:1][C:2]1[CH:7]=[CH:6][C:5]([N+:8]([O-:10])=[O:9])=[CH:4][C:3]=1[SH:11].C(=O)([O-])[O-].[K+].[K+].Br[CH2:19][C:20](OC)=[O:21]. Product: [N+:8]([C:5]1[CH:6]=[CH:7][C:2]2[NH:1][C:20](=[O:21])[CH2:19][S:11][C:3]=2[CH:4]=1)([O-:10])=[O:9]. The catalyst class is: 3. (3) Reactant: [Br:1][C:2]1[CH:3]=[C:4]([CH2:8]O)[CH:5]=[N:6][CH:7]=1.[ClH:10]. Product: [ClH:10].[Br:1][C:2]1[CH:7]=[N:6][CH:5]=[C:4]([CH2:8][Cl:10])[CH:3]=1. The catalyst class is: 12. (4) Reactant: [N+:1]([C:4]1[CH:5]=[N:6][NH:7][CH:8]=1)([O-:3])=[O:2].[H-].[Na+].CS(O[CH:16]1[CH2:20][CH2:19][N:18]([CH3:21])[CH2:17]1)(=O)=O. Product: [CH3:21][N:18]1[CH2:19][CH2:20][CH:16]([N:6]2[CH:5]=[C:4]([N+:1]([O-:3])=[O:2])[CH:8]=[N:7]2)[CH2:17]1. The catalyst class is: 31.